Task: Predict the product of the given reaction.. Dataset: Forward reaction prediction with 1.9M reactions from USPTO patents (1976-2016) (1) Given the reactants C([O:4][CH2:5][C:6]([NH:8][C@@H:9]1[C:17]2[C:12](=[CH:13][CH:14]=[CH:15][CH:16]=2)[CH2:11][C@H:10]1[NH:18][C:19]([C:21]1[NH:25][C:24]2[C:26]([Cl:30])=[C:27]([Cl:29])[S:28][C:23]=2[CH:22]=1)=[O:20])=[O:7])(=O)C.CO.C([O-])([O-])=O.[K+].[K+].O, predict the reaction product. The product is: [Cl:29][C:27]1[S:28][C:23]2[CH:22]=[C:21]([C:19]([NH:18][C@@H:10]3[CH2:11][C:12]4[C:17](=[CH:16][CH:15]=[CH:14][CH:13]=4)[C@H:9]3[NH:8][C:6](=[O:7])[CH2:5][OH:4])=[O:20])[NH:25][C:24]=2[C:26]=1[Cl:30]. (2) Given the reactants C(OC(=O)[NH:7][CH2:8][CH:9]1[O:13][C:12](=[O:14])[N:11]([C:15]2[CH:20]=[C:19]([F:21])[C:18]([N:22]3[CH:27]=[CH:26][C:25](=[O:28])[CH2:24][CH2:23]3)=[C:17]([F:29])[CH:16]=2)[CH2:10]1)(C)(C)C.C1(C(C2C=CC=CC=2)CCO[C:41](=[S:45])[CH:42]([F:44])[F:43])C=CC=CC=1, predict the reaction product. The product is: [F:21][C:19]1[CH:20]=[C:15]([N:11]2[CH2:10][CH:9]([CH2:8][NH:7][C:41](=[S:45])[CH:42]([F:44])[F:43])[O:13][C:12]2=[O:14])[CH:16]=[C:17]([F:29])[C:18]=1[N:22]1[CH:27]=[CH:26][C:25](=[O:28])[CH2:24][CH2:23]1. (3) The product is: [CH3:1][N:2]1[C:6]2([CH2:20][C:9]3[CH:10]=[C:11]4[C:16](=[CH:17][C:8]=3[CH2:7]2)[N:15]=[C:14]([C:18]([OH:24])=[O:19])[CH:13]=[CH:12]4)[C:5](=[O:21])[NH:4][C:3]1=[O:22]. Given the reactants [CH3:1][N:2]1[C:6]2([CH2:20][C:9]3[CH:10]=[C:11]4[C:16](=[CH:17][C:8]=3[CH2:7]2)[N:15]=[C:14]([CH:18]=[O:19])[CH:13]=[CH:12]4)[C:5](=[O:21])[NH:4][C:3]1=[O:22].[Se](=O)=[O:24], predict the reaction product.